Dataset: Forward reaction prediction with 1.9M reactions from USPTO patents (1976-2016). Task: Predict the product of the given reaction. (1) The product is: [Br:1][C:2]1[CH:19]=[CH:18][C:5]([N:6]([CH2:11][CH2:12][CH2:13][CH2:14][C:15]([O:17][CH3:22])=[O:16])[CH2:7][CH:8]([CH3:10])[CH3:9])=[C:4]([CH:20]=[O:21])[CH:3]=1. Given the reactants [Br:1][C:2]1[CH:19]=[CH:18][C:5]([N:6]([CH2:11][CH2:12][CH2:13][CH2:14][C:15]([OH:17])=[O:16])[CH2:7][CH:8]([CH3:10])[CH3:9])=[C:4]([CH:20]=[O:21])[CH:3]=1.[C:22](=O)([O-])[O-].[K+].[K+].IC.O, predict the reaction product. (2) Given the reactants [CH:1]1([N:4]2[CH2:9][CH2:8][CH:7]([C:10]([OH:12])=O)[CH2:6][CH2:5]2)[CH2:3][CH2:2]1.CN(C)C=O.C(Cl)(=O)C([Cl:21])=O, predict the reaction product. The product is: [CH:1]1([N:4]2[CH2:9][CH2:8][CH:7]([C:10]([Cl:21])=[O:12])[CH2:6][CH2:5]2)[CH2:3][CH2:2]1. (3) Given the reactants C([O:8][C:9]1[CH:18]=[CH:17][C:12]([C:13]([O:15][CH3:16])=[O:14])=[C:11]([O:19][CH3:20])[CH:10]=1)C1C=CC=CC=1.O1CCCC1, predict the reaction product. The product is: [OH:8][C:9]1[CH:18]=[CH:17][C:12]([C:13]([O:15][CH3:16])=[O:14])=[C:11]([O:19][CH3:20])[CH:10]=1. (4) Given the reactants [CH:1]([C:4]1[CH:5]=[CH:6][CH:7]=[C:8]2[C:13]=1[N:12]=[C:11]([C:14](OC)=[O:15])[CH:10]=[C:9]2[CH3:18])([CH3:3])[CH3:2].CCCCCC.[H-].C([Al+]CC(C)C)C(C)C.[Cl-].[NH4+], predict the reaction product. The product is: [CH:1]([C:4]1[CH:5]=[CH:6][CH:7]=[C:8]2[C:13]=1[N:12]=[C:11]([CH2:14][OH:15])[CH:10]=[C:9]2[CH3:18])([CH3:3])[CH3:2]. (5) Given the reactants [CH3:1][CH2:2][CH2:3][CH2:4][C@H:5]1[C:14](=[O:15])[O:13][C@H:12]([CH3:16])[C@H:11]([NH:17][C:18]([C:20]2[CH:21]=[CH:22][CH:23]=[C:24]([NH:27][CH:28]=[O:29])[C:25]=2[OH:26])=[O:19])[C:9](=[O:10])[O:8][C@@H:7]([CH3:30])[C@@H:6]1[O:31][C:32]([CH2:34][CH:35]([CH3:37])[CH3:36])=[O:33].N1C=CC=CC=1.P(Cl)(Cl)(Cl)(Cl)Cl.C(=O)(O)[O-].[Na+], predict the reaction product. The product is: [NH2:27][C:24]1[CH:25]=[CH:20][CH:21]=[CH:22][CH:23]=1.[CH3:1][CH2:2][CH2:3][CH2:4][C@H:5]1[C:14](=[O:15])[O:13][C@H:12]([CH3:16])[C@H:11]([NH:17][C:18]([C:20]2[CH:21]=[CH:22][CH:23]=[C:24]([NH:27][CH:28]=[O:29])[C:25]=2[OH:26])=[O:19])[C:9](=[O:10])[O:8][C@@H:7]([CH3:30])[C@@H:6]1[O:31][C:32]([CH2:34][CH:35]([CH3:36])[CH3:37])=[O:33].